Dataset: TCR-epitope binding with 47,182 pairs between 192 epitopes and 23,139 TCRs. Task: Binary Classification. Given a T-cell receptor sequence (or CDR3 region) and an epitope sequence, predict whether binding occurs between them. (1) The epitope is IVTDFSVIK. The TCR CDR3 sequence is CASSQGTGGDEQYF. Result: 0 (the TCR does not bind to the epitope). (2) The epitope is GLIYNRMGAVTTEV. The TCR CDR3 sequence is CASKLTGGGLDEQFF. Result: 1 (the TCR binds to the epitope). (3) The epitope is KLMNIQQKL. The TCR CDR3 sequence is CASSRLAGDNEQFF. Result: 0 (the TCR does not bind to the epitope).